The task is: Regression. Given two drug SMILES strings and cell line genomic features, predict the synergy score measuring deviation from expected non-interaction effect.. This data is from NCI-60 drug combinations with 297,098 pairs across 59 cell lines. (1) Drug 1: C1=CC(=C2C(=C1NCCNCCO)C(=O)C3=C(C=CC(=C3C2=O)O)O)NCCNCCO. Drug 2: CCC1=C2CN3C(=CC4=C(C3=O)COC(=O)C4(CC)O)C2=NC5=C1C=C(C=C5)O. Cell line: OVCAR3. Synergy scores: CSS=51.9, Synergy_ZIP=0.323, Synergy_Bliss=-0.560, Synergy_Loewe=3.58, Synergy_HSA=6.58. (2) Drug 1: CC1=C(C(CCC1)(C)C)C=CC(=CC=CC(=CC(=O)O)C)C. Drug 2: CCCCCOC(=O)NC1=NC(=O)N(C=C1F)C2C(C(C(O2)C)O)O. Cell line: PC-3. Synergy scores: CSS=-0.977, Synergy_ZIP=-0.655, Synergy_Bliss=-1.17, Synergy_Loewe=-1.45, Synergy_HSA=-1.43. (3) Drug 1: C1=CC(=CC=C1C#N)C(C2=CC=C(C=C2)C#N)N3C=NC=N3. Drug 2: CC1=C(C(=CC=C1)Cl)NC(=O)C2=CN=C(S2)NC3=CC(=NC(=N3)C)N4CCN(CC4)CCO. Cell line: HOP-62. Synergy scores: CSS=1.55, Synergy_ZIP=-1.39, Synergy_Bliss=-2.31, Synergy_Loewe=-3.14, Synergy_HSA=-2.98. (4) Drug 1: CC(C)NC(=O)C1=CC=C(C=C1)CNNC.Cl. Drug 2: CC1=C(C(=O)C2=C(C1=O)N3CC4C(C3(C2COC(=O)N)OC)N4)N. Cell line: SK-MEL-28. Synergy scores: CSS=9.16, Synergy_ZIP=-1.23, Synergy_Bliss=-2.06, Synergy_Loewe=-19.2, Synergy_HSA=-3.60. (5) Drug 1: C1=CC(=C2C(=C1NCCNCCO)C(=O)C3=C(C=CC(=C3C2=O)O)O)NCCNCCO. Drug 2: CC1CCC2CC(C(=CC=CC=CC(CC(C(=O)C(C(C(=CC(C(=O)CC(OC(=O)C3CCCCN3C(=O)C(=O)C1(O2)O)C(C)CC4CCC(C(C4)OC)OCCO)C)C)O)OC)C)C)C)OC. Cell line: LOX IMVI. Synergy scores: CSS=46.3, Synergy_ZIP=1.26, Synergy_Bliss=0.755, Synergy_Loewe=5.66, Synergy_HSA=8.06.